The task is: Regression. Given two drug SMILES strings and cell line genomic features, predict the synergy score measuring deviation from expected non-interaction effect.. This data is from NCI-60 drug combinations with 297,098 pairs across 59 cell lines. (1) Drug 1: CCC1=C2CN3C(=CC4=C(C3=O)COC(=O)C4(CC)O)C2=NC5=C1C=C(C=C5)O. Drug 2: CN(CCCl)CCCl.Cl. Cell line: SK-OV-3. Synergy scores: CSS=22.2, Synergy_ZIP=-2.71, Synergy_Bliss=2.39, Synergy_Loewe=-3.81, Synergy_HSA=2.77. (2) Drug 1: CC1=C(C=C(C=C1)NC(=O)C2=CC=C(C=C2)CN3CCN(CC3)C)NC4=NC=CC(=N4)C5=CN=CC=C5. Drug 2: C1=CN(C=N1)CC(O)(P(=O)(O)O)P(=O)(O)O. Cell line: SR. Synergy scores: CSS=3.09, Synergy_ZIP=-2.62, Synergy_Bliss=-7.51, Synergy_Loewe=0.0409, Synergy_HSA=-6.53. (3) Drug 1: CC1=C2C(C(=O)C3(C(CC4C(C3C(C(C2(C)C)(CC1OC(=O)C(C(C5=CC=CC=C5)NC(=O)OC(C)(C)C)O)O)OC(=O)C6=CC=CC=C6)(CO4)OC(=O)C)OC)C)OC. Drug 2: CC12CCC3C(C1CCC2O)C(CC4=C3C=CC(=C4)O)CCCCCCCCCS(=O)CCCC(C(F)(F)F)(F)F. Cell line: NCI-H460. Synergy scores: CSS=77.9, Synergy_ZIP=19.8, Synergy_Bliss=21.7, Synergy_Loewe=-19.4, Synergy_HSA=21.5.